From a dataset of Forward reaction prediction with 1.9M reactions from USPTO patents (1976-2016). Predict the product of the given reaction. (1) The product is: [NH2:6][CH:9]([C:11]1[CH:16]=[CH:15][C:14]([NH:17][C:18](=[S:34])[NH:19][C:20]2[CH:21]=[CH:22][C:23]([NH:26][C:27]([C:29]3[O:30][CH:31]=[CH:32][CH:33]=3)=[O:28])=[CH:24][CH:25]=2)=[CH:13][C:12]=1[Cl:35])[CH3:10]. Given the reactants O.O.[Sn](Cl)Cl.[N:6]([CH:9]([C:11]1[CH:16]=[CH:15][C:14]([NH:17][C:18](=[S:34])[NH:19][C:20]2[CH:25]=[CH:24][C:23]([NH:26][C:27]([C:29]3[O:30][CH:31]=[CH:32][CH:33]=3)=[O:28])=[CH:22][CH:21]=2)=[CH:13][C:12]=1[Cl:35])[CH3:10])=[N+]=[N-], predict the reaction product. (2) Given the reactants Cl.Cl.[F:3][C:4]([F:21])([F:20])[C:5]([C:8]1[CH:13]=[CH:12][C:11]([N:14]2[CH2:19][CH2:18][NH:17][CH2:16][CH2:15]2)=[CH:10][CH:9]=1)([OH:7])[CH3:6].[Br:22][C:23]1[S:27][C:26]([S:28](Cl)(=[O:30])=[O:29])=[CH:25][CH:24]=1.C(N(CC)CC)C, predict the reaction product. The product is: [Br:22][C:23]1[S:27][C:26]([S:28]([N:17]2[CH2:18][CH2:19][N:14]([C:11]3[CH:10]=[CH:9][C:8]([C:5]([OH:7])([CH3:6])[C:4]([F:3])([F:20])[F:21])=[CH:13][CH:12]=3)[CH2:15][CH2:16]2)(=[O:30])=[O:29])=[CH:25][CH:24]=1. (3) Given the reactants [CH3:1][N:2]([CH2:13][C:14]1[NH:18][C:17]2[CH:19]=[CH:20][CH:21]=[C:22]([CH:23]=O)[C:16]=2[N:15]=1)[CH:3]1[C:12]2[N:11]=[CH:10][CH:9]=[CH:8][C:7]=2[CH2:6][CH2:5][CH2:4]1.[NH2:25][CH2:26][CH2:27][C:28]1[N:32]=[CH:31][NH:30][CH:29]=1.C(O)(=O)C.C(O[BH-](OC(=O)C)OC(=O)C)(=O)C.[Na+], predict the reaction product. The product is: [NH:30]1[CH:29]=[C:28]([CH2:27][CH2:26][NH:25][CH2:23][C:22]2[C:16]3[N:15]=[C:14]([CH2:13][N:2]([CH3:1])[CH:3]4[C:12]5[N:11]=[CH:10][CH:9]=[CH:8][C:7]=5[CH2:6][CH2:5][CH2:4]4)[NH:18][C:17]=3[CH:19]=[CH:20][CH:21]=2)[N:32]=[CH:31]1. (4) Given the reactants [F:1][C:2]1[CH:3]=[C:4](B(O)O)[CH:5]=[CH:6][C:7]=1[F:8].I[C:13]1[N:18]=[C:17]([NH2:19])[N:16]=[C:15]([NH:20][CH3:21])[CH:14]=1, predict the reaction product. The product is: [F:1][C:2]1[CH:3]=[C:4]([C:13]2[N:18]=[C:17]([NH2:19])[N:16]=[C:15]([NH:20][CH3:21])[CH:14]=2)[CH:5]=[CH:6][C:7]=1[F:8]. (5) Given the reactants C[O:2][C:3](=[O:35])[CH2:4][C:5]1[S:6][C:7]([C:10]2[CH:15]=[CH:14][CH:13]=[C:12]([NH:16][C:17]([C:19]3[CH:20]=[C:21]([C:25]4[CH:30]=[CH:29][C:28]([O:31][CH3:32])=[CH:27][C:26]=4[O:33][CH3:34])[CH:22]=[CH:23][CH:24]=3)=[O:18])[CH:11]=2)=[CH:8][CH:9]=1.[Li+].[OH-].Cl, predict the reaction product. The product is: [CH3:34][O:33][C:26]1[CH:27]=[C:28]([O:31][CH3:32])[CH:29]=[CH:30][C:25]=1[C:21]1[CH:22]=[CH:23][CH:24]=[C:19]([C:17]([NH:16][C:12]2[CH:11]=[C:10]([C:7]3[S:6][C:5]([CH2:4][C:3]([OH:35])=[O:2])=[CH:9][CH:8]=3)[CH:15]=[CH:14][CH:13]=2)=[O:18])[CH:20]=1. (6) Given the reactants [CH3:1][N:2]1[C:6]([CH:7]=O)=[CH:5][C:4]([CH3:9])=[N:3]1.[F:10][C:11]1[CH:16]=[CH:15][C:14]([CH2:17][C:18]([OH:20])=[O:19])=[CH:13][CH:12]=1.C(OC(=O)C)(=O)C.C(N(CC)CC)C, predict the reaction product. The product is: [CH3:1][N:2]1[C:6]([CH:7]=[C:17]([C:14]2[CH:15]=[CH:16][C:11]([F:10])=[CH:12][CH:13]=2)[C:18]([OH:20])=[O:19])=[CH:5][C:4]([CH3:9])=[N:3]1. (7) Given the reactants Cl[C:2]1[N:7]=[C:6]([NH2:8])[CH:5]=[CH:4][N:3]=1.[NH:9]1[CH2:14][CH2:13][NH:12][CH2:11][C:10]1=[O:15], predict the reaction product. The product is: [NH2:8][C:6]1[CH:5]=[CH:4][N:3]=[C:2]([N:12]2[CH2:13][CH2:14][NH:9][C:10](=[O:15])[CH2:11]2)[N:7]=1. (8) The product is: [F:49][C:43]1[CH:44]=[C:45]([F:48])[CH:46]=[CH:47][C:42]=1[C:39]1[CH:40]=[CH:41][C:36]([C@@H:34]([N:30]2[CH2:29][CH2:28][C@:27]([CH2:12][CH2:11][NH:10][C:8]([NH:5][CH3:6])=[O:9])([C:50]3[CH:51]=[CH:52][C:53]([F:56])=[CH:54][CH:55]=3)[O:32][C:31]2=[O:33])[CH3:35])=[CH:37][CH:38]=1. Given the reactants CN.C1N=[CH:6][N:5]([C:8]([N:10]2C=N[CH:12]=[CH:11]2)=[O:9])C=1.CCN(C(C)C)C(C)C.NCC[C@@:27]1([C:50]2[CH:55]=[CH:54][C:53]([F:56])=[CH:52][CH:51]=2)[O:32][C:31](=[O:33])[N:30]([C@H:34]([C:36]2[CH:41]=[CH:40][C:39]([C:42]3[CH:47]=[CH:46][C:45]([F:48])=[CH:44][C:43]=3[F:49])=[CH:38][CH:37]=2)[CH3:35])[CH2:29][CH2:28]1, predict the reaction product. (9) The product is: [CH3:16][C:13]1([CH3:17])[O:12][C@@H:11]([CH2:10][N:1]2[CH:5]=[CH:4][C:3]([NH2:6])=[N:2]2)[CH2:15][O:14]1. Given the reactants [NH:1]1[CH:5]=[CH:4][C:3]([NH2:6])=[N:2]1.[OH-].[K+].Cl[CH2:10][C@H:11]1[CH2:15][O:14][C:13]([CH3:17])([CH3:16])[O:12]1.O, predict the reaction product.